Task: Predict the reaction yield, written as a fraction of the theoretical maximum amount of product (1.0 means a 100% yield; for example, 0.34 means a 34% yield).. Dataset: Reaction yield outcomes from USPTO patents with 853,638 reactions (1) The reactants are [Br:1][C:2]1[C:19]([CH3:20])=[C:18]([N+:21]([O-:23])=[O:22])[CH:17]=[C:16]([Br:24])[C:3]=1[O:4][C:5]1[CH:10]=[CH:9][C:8]([O:11]C)=[C:7]([CH:13]([CH3:15])[CH3:14])[CH:6]=1. The catalyst is C(Cl)Cl. The product is [Br:1][C:2]1[C:19]([CH3:20])=[C:18]([N+:21]([O-:23])=[O:22])[CH:17]=[C:16]([Br:24])[C:3]=1[O:4][C:5]1[CH:10]=[CH:9][C:8]([OH:11])=[C:7]([CH:13]([CH3:15])[CH3:14])[CH:6]=1. The yield is 0.460. (2) The reactants are [F:1][C:2]1[CH:7]=[CH:6][C:5]([S:8]([C:11]2[CH:12]=[CH:13][C:14](/[CH:17]=[CH:18]/[C:19]3[CH:24]=[CH:23][C:22]([F:25])=[CH:21][CH:20]=3)=[N:15][CH:16]=2)(=[O:10])=[O:9])=[CH:4][CH:3]=1.C(OCC)(=O)C.[H][H]. The catalyst is C(O)C.[Pd]. The product is [F:25][C:22]1[CH:21]=[CH:20][C:19]([CH2:18][CH2:17][C:14]2[CH:13]=[CH:12][C:11]([S:8]([C:5]3[CH:4]=[CH:3][C:2]([F:1])=[CH:7][CH:6]=3)(=[O:10])=[O:9])=[CH:16][N:15]=2)=[CH:24][CH:23]=1. The yield is 0.610.